Dataset: Catalyst prediction with 721,799 reactions and 888 catalyst types from USPTO. Task: Predict which catalyst facilitates the given reaction. (1) Reactant: [F:1][C:2]1[N:7]=[CH:6][C:5]([NH2:8])=[CH:4][CH:3]=1.C([Mg]Cl)(C)C.[CH:14]([C:17]1[NH:21][N:20]=[C:19]([NH:22][C:23]2[C:24]3[CH2:40][CH2:39][CH2:38][C:25]=3[N:26]=[C:27]([N:29]3[CH2:33][CH2:32][CH2:31][CH:30]3[C:34](OC)=[O:35])[N:28]=2)[CH:18]=1)([CH3:16])[CH3:15]. Product: [F:1][C:2]1[N:7]=[CH:6][C:5]([NH:8][C:34]([C@@H:30]2[CH2:31][CH2:32][CH2:33][N:29]2[C:27]2[N:28]=[C:23]([NH:22][C:19]3[CH:18]=[C:17]([CH:14]([CH3:16])[CH3:15])[NH:21][N:20]=3)[C:24]3[CH2:40][CH2:39][CH2:38][C:25]=3[N:26]=2)=[O:35])=[CH:4][CH:3]=1. The catalyst class is: 1. (2) Reactant: [Br:1][C:2]1[N:6]2[N:7]=[C:8](Cl)[CH:9]=[CH:10][C:5]2=[N:4][CH:3]=1.[C:12]1([CH2:18][NH2:19])[CH:17]=[CH:16][CH:15]=[CH:14][CH:13]=1.[F-].[K+]. Product: [CH2:18]([NH:19][C:8]1[CH:9]=[CH:10][C:5]2[N:6]([C:2]([Br:1])=[CH:3][N:4]=2)[N:7]=1)[C:12]1[CH:17]=[CH:16][CH:15]=[CH:14][CH:13]=1. The catalyst class is: 16. (3) Reactant: C1(P(C2C=CC=CC=2)C2C=CC=CC=2)C=CC=CC=1.II.[Si:22]([O:29][C@@H:30]([CH3:60])[C@@H:31]([NH:46][C:47]1[CH:52]=[CH:51][C:50]([C:53]#[N:54])=[C:49]([C:55]([F:58])([F:57])[F:56])[C:48]=1[CH3:59])[C:32]([NH:34][NH:35][C:36](=O)[C:37]1[CH:42]=[CH:41][C:40]([C:43]#[N:44])=[CH:39][CH:38]=1)=[O:33])([C:25]([CH3:28])([CH3:27])[CH3:26])([CH3:24])[CH3:23]. Product: [Si:22]([O:29][C@@H:30]([CH3:60])[C@@H:31]([NH:46][C:47]1[CH:52]=[CH:51][C:50]([C:53]#[N:54])=[C:49]([C:55]([F:58])([F:56])[F:57])[C:48]=1[CH3:59])[C:32]1[O:33][C:36]([C:37]2[CH:42]=[CH:41][C:40]([C:43]#[N:44])=[CH:39][CH:38]=2)=[N:35][N:34]=1)([C:25]([CH3:26])([CH3:28])[CH3:27])([CH3:23])[CH3:24]. The catalyst class is: 2. (4) The catalyst class is: 32. Reactant: [CH:1]1([C@@H:7]([NH:9][C:10]([C:12]2[C:21]3[C:16](=[CH:17][CH:18]=[CH:19][CH:20]=3)[N:15]=[C:14]([C:22]3[CH:27]=[CH:26][CH:25]=[CH:24][CH:23]=3)[C:13]=2[CH2:28][N:29]2[CH2:34][CH2:33][NH:32][CH2:31][CH2:30]2)=[O:11])[CH3:8])[CH2:6][CH2:5][CH2:4][CH2:3][CH2:2]1.[CH3:35][S:36]([CH:39]=[CH2:40])(=[O:38])=[O:37]. Product: [CH:1]1([C@@H:7]([NH:9][C:10]([C:12]2[C:21]3[C:16](=[CH:17][CH:18]=[CH:19][CH:20]=3)[N:15]=[C:14]([C:22]3[CH:23]=[CH:24][CH:25]=[CH:26][CH:27]=3)[C:13]=2[CH2:28][N:29]2[CH2:34][CH2:33][N:32]([CH2:40][CH2:39][S:36]([CH3:35])(=[O:38])=[O:37])[CH2:31][CH2:30]2)=[O:11])[CH3:8])[CH2:6][CH2:5][CH2:4][CH2:3][CH2:2]1. (5) Reactant: [Cl:1][C:2]1[CH:7]=[N:6][CH:5]=[C:4]2[S:8][C:9]([C:11]3[S:15][C:14]([NH:16][C:17](=O)[C@@H:18]([NH:30][C:31](=[O:37])[O:32][C:33]([CH3:36])([CH3:35])[CH3:34])[CH2:19][C:20]4[CH:25]=[CH:24][CH:23]=[C:22]([C:26]([F:29])([F:28])[F:27])[CH:21]=4)=[N:13][N:12]=3)=[CH:10][C:3]=12.[H-].[H-].[H-].[H-].[Li+].[Al+3].C1COCC1. Product: [Cl:1][C:2]1[CH:7]=[N:6][CH:5]=[C:4]2[S:8][C:9]([C:11]3[S:15][C:14]([NH:16][CH2:17][C@@H:18]([NH:30][C:31](=[O:37])[O:32][C:33]([CH3:35])([CH3:34])[CH3:36])[CH2:19][C:20]4[CH:25]=[CH:24][CH:23]=[C:22]([C:26]([F:29])([F:28])[F:27])[CH:21]=4)=[N:13][N:12]=3)=[CH:10][C:3]=12. The catalyst class is: 1. (6) Reactant: Cl.Cl.[NH2:3][NH2:4].[CH3:5][C:6]1[C:7](=O)[O:8][C:9](=[O:12])[C:10]=1[CH3:11]. Product: [CH3:5][C:6]1[C:7](=[O:8])[NH:3][NH:4][C:9](=[O:12])[C:10]=1[CH3:11]. The catalyst class is: 6. (7) Reactant: S(Cl)([Cl:3])=O.[N+:5]([C:8]1[CH:9]=[C:10]([CH:14](O)[CH3:15])[CH:11]=[CH:12][CH:13]=1)([O-:7])=[O:6]. Product: [Cl:3][CH:14]([C:10]1[CH:11]=[CH:12][CH:13]=[C:8]([N+:5]([O-:7])=[O:6])[CH:9]=1)[CH3:15]. The catalyst class is: 2. (8) Reactant: [CH2:1]([S:3]([N:6]1[CH2:11][CH2:10][CH:9]([C:12]#[N:13])[CH2:8][CH2:7]1)(=[O:5])=[O:4])[CH3:2].Br[CH2:15][CH:16]1[CH2:20][CH2:19][CH2:18][O:17]1. Product: [CH2:1]([S:3]([N:6]1[CH2:7][CH2:8][C:9]([CH2:15][CH:16]2[CH2:20][CH2:19][CH2:18][O:17]2)([C:12]#[N:13])[CH2:10][CH2:11]1)(=[O:4])=[O:5])[CH3:2]. The catalyst class is: 11.